From a dataset of Forward reaction prediction with 1.9M reactions from USPTO patents (1976-2016). Predict the product of the given reaction. (1) Given the reactants CO[C:3]([C:5]1[N:6]=[CH:7][N:8]([CH2:16][C:17]2[CH:22]=[C:21]([C:23]([F:26])([F:25])[F:24])[CH:20]=[C:19]([C:27]([F:30])([F:29])[F:28])[CH:18]=2)[C:9]=1[C:10]1[CH:11]=[N:12][CH:13]=[CH:14][CH:15]=1)=[O:4].Cl.[CH3:32][NH:33][O:34][CH3:35].C([Mg]Cl)(C)C.[NH4+].[Cl-], predict the reaction product. The product is: [CH3:35][O:34][N:33]([CH3:32])[C:3]([C:5]1[N:6]=[CH:7][N:8]([CH2:16][C:17]2[CH:18]=[C:19]([C:27]([F:28])([F:30])[F:29])[CH:20]=[C:21]([C:23]([F:25])([F:24])[F:26])[CH:22]=2)[C:9]=1[C:10]1[CH:11]=[N:12][CH:13]=[CH:14][CH:15]=1)=[O:4]. (2) Given the reactants Br[C:2]1(Br)[C:6]2[CH:7]=[N:8][C:9]([Cl:11])=[CH:10][C:5]=2[N:4]([CH2:12][O:13][CH2:14][CH2:15][Si:16]([CH3:19])([CH3:18])[CH3:17])[C:3]1=[O:20].[NH4+].[Cl-], predict the reaction product. The product is: [Cl:11][C:9]1[N:8]=[CH:7][C:6]2[CH2:2][C:3](=[O:20])[N:4]([CH2:12][O:13][CH2:14][CH2:15][Si:16]([CH3:18])([CH3:17])[CH3:19])[C:5]=2[CH:10]=1. (3) Given the reactants [C:1]([O:5][C:6]([NH:8][C@@H:9]([CH:18]([CH3:20])[CH3:19])[C:10](=O)[CH2:11][C:12]([O:14][CH2:15][CH3:16])=[O:13])=[O:7])([CH3:4])([CH3:3])[CH3:2].CC(C)([O-])C.[K+].N12CCN(CC1)CC2.C[N:36](/[CH:38]=[C:39](\[Cl:44])/[CH:40]=[N+](C)C)C.F[P-](F)(F)(F)(F)F.C([O-])(=O)C.[NH4+], predict the reaction product. The product is: [C:1]([O:5][C:6]([NH:8][C@H:9]([C:10]1[N:36]=[CH:38][C:39]([Cl:44])=[CH:40][C:11]=1[C:12]([O:14][CH2:15][CH3:16])=[O:13])[CH:18]([CH3:20])[CH3:19])=[O:7])([CH3:4])([CH3:3])[CH3:2]. (4) The product is: [I:12][C:8]1[CH:7]=[CH:6][N:5]=[C:4]2[NH:1][N:2]=[CH:10][C:9]=12. Given the reactants [NH2:1][NH2:2].F[C:4]1[C:9]([CH:10]=O)=[C:8]([I:12])[CH:7]=[CH:6][N:5]=1, predict the reaction product.